This data is from NCI-60 drug combinations with 297,098 pairs across 59 cell lines. The task is: Regression. Given two drug SMILES strings and cell line genomic features, predict the synergy score measuring deviation from expected non-interaction effect. (1) Drug 1: CC12CCC3C(C1CCC2=O)CC(=C)C4=CC(=O)C=CC34C. Drug 2: CC(C)CN1C=NC2=C1C3=CC=CC=C3N=C2N. Cell line: HCT116. Synergy scores: CSS=39.8, Synergy_ZIP=0.557, Synergy_Bliss=2.24, Synergy_Loewe=1.56, Synergy_HSA=1.79. (2) Drug 1: CC1=C(C=C(C=C1)NC(=O)C2=CC=C(C=C2)CN3CCN(CC3)C)NC4=NC=CC(=N4)C5=CN=CC=C5. Drug 2: CC1=C(C=C(C=C1)C(=O)NC2=CC(=CC(=C2)C(F)(F)F)N3C=C(N=C3)C)NC4=NC=CC(=N4)C5=CN=CC=C5. Cell line: A549. Synergy scores: CSS=-7.40, Synergy_ZIP=2.37, Synergy_Bliss=-0.499, Synergy_Loewe=-4.48, Synergy_HSA=-5.75. (3) Drug 1: CC12CCC3C(C1CCC2=O)CC(=C)C4=CC(=O)C=CC34C. Drug 2: CN1C(=O)N2C=NC(=C2N=N1)C(=O)N. Cell line: SK-OV-3. Synergy scores: CSS=20.9, Synergy_ZIP=2.95, Synergy_Bliss=2.15, Synergy_Loewe=-12.3, Synergy_HSA=0.684. (4) Drug 1: C1=CC(=C2C(=C1NCCNCCO)C(=O)C3=C(C=CC(=C3C2=O)O)O)NCCNCCO. Drug 2: CN1C2=C(C=C(C=C2)N(CCCl)CCCl)N=C1CCCC(=O)O.Cl. Cell line: KM12. Synergy scores: CSS=24.1, Synergy_ZIP=-1.96, Synergy_Bliss=-3.52, Synergy_Loewe=-2.57, Synergy_HSA=3.08.